Dataset: Catalyst prediction with 721,799 reactions and 888 catalyst types from USPTO. Task: Predict which catalyst facilitates the given reaction. Reactant: [NH:1]1[CH2:6][CH2:5][CH:4]([NH:7][C:8]2[O:9][C:10]3[CH:16]=[CH:15][C:14]([O:17][CH2:18][CH2:19][CH2:20][N:21]4[CH:25]=[N:24][CH:23]=[N:22]4)=[CH:13][C:11]=3[N:12]=2)[CH2:3][CH2:2]1.[CH2:26]([O:28][C:29]1[CH:34]=[C:33]([CH:35]=O)[CH:32]=[C:31]([O:37][CH2:38][CH3:39])[C:30]=1[C:40]1[CH:45]=[CH:44][C:43]([F:46])=[CH:42][CH:41]=1)[CH3:27].C([BH3-])#N.[Na+].C(N(C(C)C)C(C)C)C. The catalyst class is: 212. Product: [CH2:26]([O:28][C:29]1[CH:34]=[C:33]([CH2:35][N:1]2[CH2:6][CH2:5][CH:4]([NH:7][C:8]3[O:9][C:10]4[CH:16]=[CH:15][C:14]([O:17][CH2:18][CH2:19][CH2:20][N:21]5[CH:25]=[N:24][CH:23]=[N:22]5)=[CH:13][C:11]=4[N:12]=3)[CH2:3][CH2:2]2)[CH:32]=[C:31]([O:37][CH2:38][CH3:39])[C:30]=1[C:40]1[CH:41]=[CH:42][C:43]([F:46])=[CH:44][CH:45]=1)[CH3:27].